Dataset: Reaction yield outcomes from USPTO patents with 853,638 reactions. Task: Predict the reaction yield, written as a fraction of the theoretical maximum amount of product (1.0 means a 100% yield; for example, 0.34 means a 34% yield). (1) The reactants are C([O:8][C:9]1[C:14](=[O:15])[CH:13]=[CH:12][N:11]([CH2:16][C:17]([F:20])([F:19])[F:18])[CH:10]=1)C1C=CC=CC=1.[H][H]. The catalyst is [Pd].C(O)C. The product is [OH:8][C:9]1[C:14](=[O:15])[CH:13]=[CH:12][N:11]([CH2:16][C:17]([F:20])([F:18])[F:19])[CH:10]=1. The yield is 0.950. (2) The reactants are [S:1]1[C:5]2[CH:6]=[CH:7][CH:8]=[CH:9][C:4]=2[CH:3]=[C:2]1[C:10]([NH:12][C@H:13]([C:18]([OH:20])=O)[CH2:14][CH:15]([CH3:17])[CH3:16])=[O:11].[C:21]([O:25][C:26](=[O:33])[NH:27][CH2:28][CH2:29][CH2:30][CH2:31][NH2:32])([CH3:24])([CH3:23])[CH3:22].CCN=C=NCCCN(C)C.Cl.CN1CCOCC1. The catalyst is C(Cl)Cl.C1C=C2C(N(O)N=NC2=CC=1)=O. The product is [S:1]1[C:5]2[CH:6]=[CH:7][CH:8]=[CH:9][C:4]=2[CH:3]=[C:2]1[C:10]([NH:12][C@H:13]([C:18]([NH:32][CH2:31][CH2:30][CH2:29][CH2:28][NH:27][C:26](=[O:33])[O:25][C:21]([CH3:23])([CH3:22])[CH3:24])=[O:20])[CH2:14][CH:15]([CH3:16])[CH3:17])=[O:11]. The yield is 0.660. (3) The reactants are C(O)CC.Cl.[CH3:6][O:7][NH2:8].[CH3:9][C:10]1[CH:14]=[C:13]([C:15]([C:17]2[CH:22]=[CH:21][CH:20]=[CH:19][C:18]=2[CH2:23][O:24][C:25]2[CH:30]=[C:29]([CH3:31])[CH:28]=[CH:27][C:26]=2[CH3:32])=O)[O:12][N:11]=1. The catalyst is O. The product is [CH3:6][O:7][N:8]=[C:15]([C:13]1[O:12][N:11]=[C:10]([CH3:9])[CH:14]=1)[C:17]1[CH:22]=[CH:21][CH:20]=[CH:19][C:18]=1[CH2:23][O:24][C:25]1[CH:30]=[C:29]([CH3:31])[CH:28]=[CH:27][C:26]=1[CH3:32]. The yield is 0.428. (4) The reactants are C(N(CC)CC)C.[Cl:8][C:9]1[CH:10]=[C:11]([CH2:16][C:17]([O:19][CH3:20])=[O:18])[CH:12]=[CH:13][C:14]=1[OH:15].[F:21][C:22]([F:35])([F:34])[S:23](O[S:23]([C:22]([F:35])([F:34])[F:21])(=[O:25])=[O:24])(=[O:25])=[O:24]. The catalyst is C(Cl)Cl. The product is [Cl:8][C:9]1[CH:10]=[C:11]([CH2:16][C:17]([O:19][CH3:20])=[O:18])[CH:12]=[CH:13][C:14]=1[O:15][S:23]([C:22]([F:35])([F:34])[F:21])(=[O:25])=[O:24]. The yield is 0.900. (5) The reactants are [Br:1][C:2]1[CH:6]=[C:5]([C:7]([O:9]CC)=[O:8])[N:4]([C:12]2[C:17]([Cl:18])=[CH:16][C:15]([Cl:19])=[CH:14][N:13]=2)[N:3]=1.CO.[OH-].[Na+]. The catalyst is O. The product is [Br:1][C:2]1[CH:6]=[C:5]([C:7]([OH:9])=[O:8])[N:4]([C:12]2[C:17]([Cl:18])=[CH:16][C:15]([Cl:19])=[CH:14][N:13]=2)[N:3]=1. The yield is 0.480. (6) The reactants are CCOCC.[Mg+2].[Br-:7].[Br-].S(O[CH2:14][CH2:15][CH:16]([CH2:18][CH2:19][CH2:20][CH:21]([CH2:23][CH2:24][CH2:25][CH:26]([CH2:28][CH2:29][CH2:30][CH:31]([CH3:33])[CH3:32])[CH3:27])[CH3:22])[CH3:17])(=O)(=O)C. The product is [CH2:14]([Br:7])[CH2:15][CH:16]([CH2:18][CH2:19][CH2:20][CH:21]([CH2:23][CH2:24][CH2:25][CH:26]([CH2:28][CH2:29][CH2:30][CH:31]([CH3:33])[CH3:32])[CH3:27])[CH3:22])[CH3:17]. The yield is 0.900. The catalyst is C(OCC)C. (7) The reactants are [CH3:1][N:2]1[C:6]2=[N:7][CH:8]=[C:9]([N+:15]([O-:17])=[O:16])[C:10]([C:11]([F:14])([F:13])[F:12])=[C:5]2[C:4](B2OC(C)(C)C(C)(C)O2)=[CH:3]1.[CH3:27][CH:28]1[C:33](OS(C(F)(F)F)(=O)=O)=[CH:32][CH2:31][N:30]([C:42]([O:44][C:45]([CH3:48])([CH3:47])[CH3:46])=[O:43])[CH2:29]1.C([O-])([O-])=O.[K+].[K+]. The catalyst is O1CCOCC1.C1C=CC([P]([Pd]([P](C2C=CC=CC=2)(C2C=CC=CC=2)C2C=CC=CC=2)([P](C2C=CC=CC=2)(C2C=CC=CC=2)C2C=CC=CC=2)[P](C2C=CC=CC=2)(C2C=CC=CC=2)C2C=CC=CC=2)(C2C=CC=CC=2)C2C=CC=CC=2)=CC=1. The product is [CH3:27][CH:28]1[C:33]([C:4]2[C:5]3[C:6](=[N:7][CH:8]=[C:9]([N+:15]([O-:17])=[O:16])[C:10]=3[C:11]([F:14])([F:13])[F:12])[N:2]([CH3:1])[CH:3]=2)=[CH:32][CH2:31][N:30]([C:42]([O:44][C:45]([CH3:46])([CH3:48])[CH3:47])=[O:43])[CH2:29]1. The yield is 0.520.